This data is from Full USPTO retrosynthesis dataset with 1.9M reactions from patents (1976-2016). The task is: Predict the reactants needed to synthesize the given product. (1) Given the product [CH3:1][S:2][C:14]1[CH:15]=[C:16]([CH:20]=[CH:21][CH:22]=1)[C:17]([OH:19])=[O:18], predict the reactants needed to synthesize it. The reactants are: [CH3:1][S:2]C1C=C2C(=CC=1)C=NCC2.N[C:14]1[CH:15]=[C:16]([CH:20]=[CH:21][CH:22]=1)[C:17]([OH:19])=[O:18].O(CC)C([S-])=S.[Na+].S(OC)(OC)(=O)=O. (2) Given the product [F:1][C:2]1([CH2:15][O:16][C:17]2[CH:18]=[CH:19][CH:20]=[C:21]3[C:26]=2[N:25]=[C:24]([C:27]2[N:31]4[CH:32]=[CH:33][C:34]([O:36][CH2:37][CH2:38][O:39][CH3:40])=[CH:35][C:30]4=[N:29][CH:28]=2)[CH:23]=[CH:22]3)[CH2:3][CH2:4][NH:5][CH2:6][CH2:7]1, predict the reactants needed to synthesize it. The reactants are: [F:1][C:2]1([CH2:15][O:16][C:17]2[CH:18]=[CH:19][CH:20]=[C:21]3[C:26]=2[N:25]=[C:24]([C:27]2[N:31]4[CH:32]=[CH:33][C:34]([O:36][CH2:37][CH2:38][O:39][CH3:40])=[CH:35][C:30]4=[N:29][CH:28]=2)[CH:23]=[CH:22]3)[CH2:7][CH2:6][N:5](C(OC(C)(C)C)=O)[CH2:4][CH2:3]1.Cl. (3) The reactants are: [CH3:1][O:2][C:3]1[CH:8]=[CH:7][C:6](B(O)O)=[CH:5][CH:4]=1.[CH2:12]([O:14][C:15](=[O:40])[CH2:16][C@H:17]1[C:25]2[C:20](=[CH:21][C:22]([O:26][CH2:27][CH2:28][CH2:29][N:30]([C:32]3[C:37](Cl)=[CH:36][N:35]=[C:34]([Cl:39])[N:33]=3)[CH3:31])=[CH:23][CH:24]=2)[CH2:19][CH2:18]1)[CH3:13].C(Cl)Cl.C([O-])([O-])=O.[Na+].[Na+]. Given the product [CH2:12]([O:14][C:15](=[O:40])[CH2:16][C@H:17]1[C:25]2[C:20](=[CH:21][C:22]([O:26][CH2:27][CH2:28][CH2:29][N:30]([C:32]3[C:37]([C:6]4[CH:7]=[CH:8][C:3]([O:2][CH3:1])=[CH:4][CH:5]=4)=[CH:36][N:35]=[C:34]([Cl:39])[N:33]=3)[CH3:31])=[CH:23][CH:24]=2)[CH2:19][CH2:18]1)[CH3:13], predict the reactants needed to synthesize it. (4) Given the product [NH2:16][CH2:15][C:11]1([F:14])[CH2:10][CH2:9][N:8]([C:6]([O:5][C:1]([CH3:3])([CH3:2])[CH3:4])=[O:7])[CH2:13][CH2:12]1, predict the reactants needed to synthesize it. The reactants are: [C:1]([O:5][C:6]([N:8]1[CH2:13][CH2:12][C:11]([C:15]#[N:16])([F:14])[CH2:10][CH2:9]1)=[O:7])([CH3:4])([CH3:3])[CH3:2].B. (5) Given the product [CH3:1][O:2][C:3]1[CH:8]=[C:7]([N:9]2[CH2:10][CH2:11][N:12]([CH3:15])[CH2:13][CH2:14]2)[CH:6]=[CH:5][C:4]=1[NH:16][C:17]1[N:18]=[CH:19][N:20]=[C:21]([N:23]([C:24]2[CH:29]=[CH:28][CH:27]=[C:26]([N+:30]([O-:32])=[O:31])[CH:25]=2)[C:40]([NH:39][C:33]2[CH:38]=[CH:37][CH:36]=[CH:35][CH:34]=2)=[O:41])[CH:22]=1, predict the reactants needed to synthesize it. The reactants are: [CH3:1][O:2][C:3]1[CH:8]=[C:7]([N:9]2[CH2:14][CH2:13][N:12]([CH3:15])[CH2:11][CH2:10]2)[CH:6]=[CH:5][C:4]=1[NH:16][C:17]1[CH:22]=[C:21]([NH:23][C:24]2[CH:29]=[CH:28][CH:27]=[C:26]([N+:30]([O-:32])=[O:31])[CH:25]=2)[N:20]=[CH:19][N:18]=1.[C:33]1([N:39]=[C:40]=[O:41])[CH:38]=[CH:37][CH:36]=[CH:35][CH:34]=1. (6) Given the product [OH:52][CH2:51][C:23]1[C@@H:24]([OH:43])[C@H:25]([OH:35])[C@@H:26]([OH:27])[C@H:21]([O:20][C:15]2[CH:16]=[CH:17][CH:18]=[CH:19][C:14]=2[CH2:13][C:10]2[CH:9]=[CH:8][C:7]([O:6][CH3:5])=[CH:12][CH:11]=2)[CH:22]=1, predict the reactants needed to synthesize it. The reactants are: B(Cl)(Cl)Cl.[CH3:5][O:6][C:7]1[CH:12]=[CH:11][C:10]([CH2:13][C:14]2[CH:19]=[CH:18][CH:17]=[CH:16][C:15]=2[O:20][C@H:21]2[C@H:26]([O:27]CC3C=CC=CC=3)[C@@H:25]([O:35]CC3C=CC=CC=3)[C@H:24]([O:43]CC3C=CC=CC=3)[C:23]([CH2:51][O:52]CC3C=CC=CC=3)=[CH:22]2)=[CH:9][CH:8]=1.CO.